Dataset: Reaction yield outcomes from USPTO patents with 853,638 reactions. Task: Predict the reaction yield, written as a fraction of the theoretical maximum amount of product (1.0 means a 100% yield; for example, 0.34 means a 34% yield). (1) The product is [C:1]([O:5][C:6]([N:8]1[C:16]2[C:11](=[CH:12][C:13]([C:28]#[C:27][CH2:26][CH2:25][CH2:24][OH:29])=[CH:14][CH:15]=2)[CH2:10][CH2:9]1)=[O:7])([CH3:4])([CH3:3])[CH3:2]. The yield is 0.790. The catalyst is [Cu]I. The reactants are [C:1]([O:5][C:6]([N:8]1[C:16]2[C:11](=[CH:12][C:13](Br)=[CH:14][CH:15]=2)[CH2:10][CH2:9]1)=[O:7])([CH3:4])([CH3:3])[CH3:2].N1CCCCC1.[CH2:24]([OH:29])[CH2:25][CH2:26][C:27]#[CH:28].Cl. (2) The reactants are [Cl:1][C:2]1[CH:3]=[CH:4][C:5]([C:8]#[N:9])=[N:6][CH:7]=1.Cl. The catalyst is C(O)C.[Pd]. The product is [Cl:1][C:2]1[CH:3]=[CH:4][C:5]([CH2:8][NH2:9])=[N:6][CH:7]=1. The yield is 0.510. (3) The product is [CH3:18][O:17][C:15](=[O:16])[C:14]1[CH:19]=[CH:20][C:11]([CH2:2][CH3:1])=[CH:12][CH:13]=1. The yield is 0.930. The catalyst is C1COCC1.CN1C(=O)CCC1.[O-]S([O-])(=O)=O.[Zn+2]. The reactants are [CH3:1][CH2:2][Mg+].[Br-].[Zn](CC)CC.Cl[C:11]1[CH:20]=[CH:19][C:14]([C:15]([O:17][CH3:18])=[O:16])=[CH:13][CH:12]=1. (4) The reactants are C(NC(C)C)(C)C.[Li]CCCC.[CH2:13]([N:20]1[C:25](=[O:26])[CH:24]=[C:23]2[S:27][CH:28]=[CH:29][N:22]2[C:21]1=[O:30])[C:14]1[CH:19]=[CH:18][CH:17]=[CH:16][CH:15]=1.[CH2:31]([O:38][C:39](Cl)=[O:40])[C:32]1[CH:37]=[CH:36][CH:35]=[CH:34][CH:33]=1. The catalyst is C1COCC1. The product is [CH2:31]([O:38][C:39]([C:28]1[S:27][C:23]2[N:22]([C:21](=[O:30])[N:20]([CH2:13][C:14]3[CH:15]=[CH:16][CH:17]=[CH:18][CH:19]=3)[C:25](=[O:26])[CH:24]=2)[CH:29]=1)=[O:40])[C:32]1[CH:37]=[CH:36][CH:35]=[CH:34][CH:33]=1. The yield is 0.180. (5) The reactants are [C:1]1([C@@H:7]2[CH2:9][C@H:8]2[CH2:10][OH:11])[CH:6]=[CH:5][CH:4]=[CH:3][CH:2]=1.N1C=CC=CC=1.CC(OI1(OC(C)=O)(OC(C)=O)OC(=O)C2C=CC=CC1=2)=O.C([O-])(O)=O.[Na+]. The catalyst is C(Cl)Cl.O.[O-]S([O-])(=S)=O.[Na+].[Na+]. The product is [C:1]1([C@@H:7]2[CH2:9][C@H:8]2[CH:10]=[O:11])[CH:6]=[CH:5][CH:4]=[CH:3][CH:2]=1. The yield is 0.920. (6) The reactants are [F:1][C:2]([F:16])([CH:8]([OH:15])[C:9]1[CH:14]=[CH:13][CH:12]=[CH:11][CH:10]=1)[C:3]([O:5][CH2:6][CH3:7])=[O:4].[C:17]12([C:27](Cl)=[O:28])[CH2:26][CH:21]3[CH2:22][CH:23]([CH2:25][CH:19]([CH2:20]3)[CH2:18]1)[CH2:24]2.C(N(CC)CC)C.Cl. The catalyst is C(Cl)Cl. The product is [CH2:6]([O:5][C:3]([C:2]([F:16])([F:1])[CH:8]([O:15][C:27]([C:17]12[CH2:26][CH:21]3[CH2:20][CH:19]([CH2:25][CH:23]([CH2:22]3)[CH2:24]1)[CH2:18]2)=[O:28])[C:9]1[CH:14]=[CH:13][CH:12]=[CH:11][CH:10]=1)=[O:4])[CH3:7]. The yield is 0.680. (7) The reactants are [CH3:1][C:2]1[C:3]([C:18]2[CH:23]=[CH:22][CH:21]=[C:20]([C:24]([F:27])([F:26])[F:25])[CH:19]=2)=[N:4][C:5]2[C:10]([C:11]=1[C:12]([O:14][CH3:15])=[O:13])=[CH:9][C:8](SC)=[CH:7][CH:6]=2.Cl[C:29]1C=C(C=CC=1)C(OO)=O.C([O-])(O)=O.[Na+].[O-:44][S:45]([O-:48])(=S)=O.[Na+].[Na+]. The catalyst is ClCCl. The product is [CH3:1][C:2]1[C:3]([C:18]2[CH:23]=[CH:22][CH:21]=[C:20]([C:24]([F:27])([F:26])[F:25])[CH:19]=2)=[N:4][C:5]2[C:10]([C:11]=1[C:12]([O:14][CH3:15])=[O:13])=[CH:9][C:8]([S:45]([CH3:29])(=[O:48])=[O:44])=[CH:7][CH:6]=2. The yield is 0.980. (8) The reactants are [Cl:1][C:2]1[CH:7]=[CH:6][C:5]([C:8](=[CH2:13])[C:9]([O:11][CH3:12])=[O:10])=[CH:4][CH:3]=1.[CH:14]([NH2:17])([CH3:16])[CH3:15].[CH3:18][C:19]([O:22][C:23](O[C:23]([O:22][C:19]([CH3:21])([CH3:20])[CH3:18])=[O:24])=[O:24])([CH3:21])[CH3:20]. The catalyst is C1COCC1. The product is [C:19]([O:22][C:23]([N:17]([CH:14]([CH3:16])[CH3:15])[CH2:13][CH:8]([C:5]1[CH:4]=[CH:3][C:2]([Cl:1])=[CH:7][CH:6]=1)[C:9]([O:11][CH3:12])=[O:10])=[O:24])([CH3:21])([CH3:20])[CH3:18]. The yield is 0.940. (9) The reactants are [F:1][C:2]1[C:16]2[CH2:15][CH2:14][C:9]3=[N:10][CH:11]=[CH:12][CH:13]=[C:8]3[C:7](=[N:17]O)[C:6]=2[CH:5]=[CH:4][CH:3]=1.CCOCC.[OH-].[Na+]. The catalyst is CCO.CN(C=O)C.[NH4+].[OH-].[Zn]. The product is [F:1][C:2]1[C:16]2[CH2:15][CH2:14][C:9]3=[N:10][CH:11]=[CH:12][CH:13]=[C:8]3[CH:7]([NH2:17])[C:6]=2[CH:5]=[CH:4][CH:3]=1. The yield is 0.950. (10) The reactants are Br[C:2]1[CH:7]=[CH:6][C:5]([C:8]([CH3:12])([CH3:11])[C:9]#[N:10])=[CH:4][CH:3]=1.C([Li])CCC.CON(C)[C:21](=[O:23])[CH3:22]. The catalyst is C1COCC1. The product is [C:21]([C:2]1[CH:7]=[CH:6][C:5]([C:8]([CH3:12])([CH3:11])[C:9]#[N:10])=[CH:4][CH:3]=1)(=[O:23])[CH3:22]. The yield is 0.780.